Dataset: Forward reaction prediction with 1.9M reactions from USPTO patents (1976-2016). Task: Predict the product of the given reaction. (1) Given the reactants [CH3:1][S:2]([C:5]1[CH:10]=[CH:9][C:8]([CH2:11][CH2:12][CH2:13][CH2:14][CH:15]2[CH2:20][CH2:19][NH:18][CH2:17][CH2:16]2)=[CH:7][CH:6]=1)(=[O:4])=[O:3].F[C:22]1[CH:27]=[CH:26][CH:25]=[CH:24][N:23]=1.C1CCN2C(=NCCC2)CC1, predict the reaction product. The product is: [CH3:1][S:2]([C:5]1[CH:6]=[CH:7][C:8]([CH2:11][CH2:12][CH2:13][CH2:14][CH:15]2[CH2:20][CH2:19][N:18]([C:22]3[CH:27]=[CH:26][CH:25]=[CH:24][N:23]=3)[CH2:17][CH2:16]2)=[CH:9][CH:10]=1)(=[O:4])=[O:3]. (2) Given the reactants BrCCBr.Cl[Si](C)(C)C.I[CH:11]1[CH2:14][N:13]([C:15]([O:17][C:18]([CH3:21])([CH3:20])[CH3:19])=[O:16])[CH2:12]1.[F:22][C:23]1[CH:24]=[C:25](I)[CH:26]=[CH:27][CH:28]=1, predict the reaction product. The product is: [F:22][C:23]1[CH:28]=[C:27]([CH:11]2[CH2:14][N:13]([C:15]([O:17][C:18]([CH3:21])([CH3:20])[CH3:19])=[O:16])[CH2:12]2)[CH:26]=[CH:25][CH:24]=1. (3) Given the reactants [C:1]([O:5][C:6]([N:8]1[CH2:13][CH2:12][O:11][C@H:10]([CH2:14][N:15]2[C:19]3[CH:20]=[CH:21][C:22]([CH3:24])=[CH:23][C:18]=3[N:17]=[C:16]2[C:25]2[C:33]([F:34])=[CH:32][C:28]([C:29]([OH:31])=O)=[CH:27][C:26]=2[F:35])[CH2:9]1)=[O:7])([CH3:4])([CH3:3])[CH3:2].[CH3:36][N+:37]1(C2N=C(OC)N=C(OC)N=2)CCOCC1.[Cl-].CN.C(O)C, predict the reaction product. The product is: [F:34][C:33]1[CH:32]=[C:28]([C:29](=[O:31])[NH:37][CH3:36])[CH:27]=[C:26]([F:35])[C:25]=1[C:16]1[N:15]([CH2:14][C@H:10]2[O:11][CH2:12][CH2:13][N:8]([C:6]([O:5][C:1]([CH3:3])([CH3:4])[CH3:2])=[O:7])[CH2:9]2)[C:19]2[CH:20]=[CH:21][C:22]([CH3:24])=[CH:23][C:18]=2[N:17]=1. (4) Given the reactants [F:1][C:2]1[CH:7]=[CH:6][C:5]([N:8]2[CH2:21][C:10]3([CH2:13][N:12](C(OC(C)(C)C)=O)[CH2:11]3)[CH2:9]2)=[CH:4][CH:3]=1.FC(F)(F)C(O)=O.C(=O)([O-])O.[Na+], predict the reaction product. The product is: [F:1][C:2]1[CH:3]=[CH:4][C:5]([N:8]2[CH2:9][C:10]3([CH2:13][NH:12][CH2:11]3)[CH2:21]2)=[CH:6][CH:7]=1. (5) Given the reactants [H-].[Na+].[OH:3][C:4]1[CH:9]=[CH:8][CH:7]=[CH:6][N:5]=1.[F:10][C:11]1[CH:18]=[CH:17][C:14]([CH2:15]Br)=[CH:13][CH:12]=1, predict the reaction product. The product is: [F:10][C:11]1[CH:18]=[CH:17][C:14]([CH2:15][N:5]2[CH:6]=[CH:7][CH:8]=[CH:9][C:4]2=[O:3])=[CH:13][CH:12]=1.